Dataset: Full USPTO retrosynthesis dataset with 1.9M reactions from patents (1976-2016). Task: Predict the reactants needed to synthesize the given product. (1) Given the product [N:42]1([CH2:2][C:3]2[CH:8]=[C:7]([C:9]3[CH:10]=[C:11]([C:15]4[CH2:21][C:20](=[O:22])[NH:19][C:18]5[CH:23]=[C:24]([C:33]([F:36])([F:34])[F:35])[C:25]([O:27][CH2:28][C:29]([F:30])([F:31])[F:32])=[CH:26][C:17]=5[N:16]=4)[CH:12]=[CH:13][CH:14]=3)[CH:6]=[CH:5][N:4]=2)[CH2:46][CH2:45][CH2:44][CH2:43]1, predict the reactants needed to synthesize it. The reactants are: O[CH2:2][C:3]1[CH:8]=[C:7]([C:9]2[CH:10]=[C:11]([C:15]3[CH2:21][C:20](=[O:22])[NH:19][C:18]4[CH:23]=[C:24]([C:33]([F:36])([F:35])[F:34])[C:25]([O:27][CH2:28][C:29]([F:32])([F:31])[F:30])=[CH:26][C:17]=4[N:16]=3)[CH:12]=[CH:13][CH:14]=2)[CH:6]=[CH:5][N:4]=1.S(Cl)(Cl)=O.[Cl-].[NH:42]1[CH2:46][CH2:45][CH2:44][CH2:43]1. (2) Given the product [Cl:1][C:2]1[C:3]([C:9]([NH:63][C:56]2[CH:55]=[C:54]([C:49]3[CH:50]=[CH:51][CH:52]=[C:53]4[C:48]=3[CH:47]=[CH:46][NH:45]4)[CH:62]=[C:61]3[C:57]=2[CH:58]=[N:59][NH:60]3)=[O:11])=[N:4][C:5]([Cl:8])=[CH:6][CH:7]=1, predict the reactants needed to synthesize it. The reactants are: [Cl:1][C:2]1[C:3]([C:9]([OH:11])=O)=[N:4][C:5]([Cl:8])=[CH:6][CH:7]=1.F[P-](F)(F)(F)(F)F.N1(OC(N(C)C)=[N+](C)C)C2N=CC=CC=2N=N1.CCN(C(C)C)C(C)C.[NH:45]1[C:53]2[C:48](=[C:49]([C:54]3[CH:55]=[C:56]([NH2:63])[C:57]4[CH:58]=[N:59][NH:60][C:61]=4[CH:62]=3)[CH:50]=[CH:51][CH:52]=2)[CH:47]=[CH:46]1. (3) Given the product [C:1]([O:5][C:6](=[O:7])[N:8]([C@H:9]([C:10](=[O:11])[NH:12][C@@H:13]1[C:19](=[O:20])[N:18]([CH2:21][C:22]2[C:23]3[C:28](=[CH:27][C:26]([C:34]([NH:58][S:55]([CH3:54])(=[O:57])=[O:56])=[O:35])=[CH:25][CH:24]=3)[CH:29]=[CH:30][C:31]=2[O:32][CH3:33])[C:17]2[CH:37]=[CH:38][CH:39]=[CH:40][C:16]=2[CH2:15][CH2:14]1)[CH3:41])[CH3:42])([CH3:2])([CH3:3])[CH3:4], predict the reactants needed to synthesize it. The reactants are: [C:1]([O:5][C:6]([N:8]([CH3:42])[C@@H:9]([CH3:41])[C:10]([NH:12][C@@H:13]1[C:19](=[O:20])[N:18]([CH2:21][C:22]2[C:31]([O:32][CH3:33])=[CH:30][CH:29]=[C:28]3[C:23]=2[CH:24]=[CH:25][C:26]([C:34](O)=[O:35])=[CH:27]3)[C:17]2[CH:37]=[CH:38][CH:39]=[CH:40][C:16]=2[CH2:15][CH2:14]1)=[O:11])=[O:7])([CH3:4])([CH3:3])[CH3:2].CCN=C=NCCCN(C)C.[CH3:54][S:55]([NH2:58])(=[O:57])=[O:56].CC#N.O. (4) Given the product [CH3:1][N:2]1[CH2:3][CH2:4][CH:5]([O:8][CH:9]2[C:18]3[CH:19]=[CH:20][CH:21]=[CH:22][C:17]=3[CH2:16][CH2:15][N:14]3[C:10]2=[N:11][C:12]([CH2:15][CH2:16][C:17]2[CH:22]=[CH:21][CH:20]=[CH:19][CH:18]=2)=[CH:13]3)[CH2:6][CH2:7]1, predict the reactants needed to synthesize it. The reactants are: [CH3:1][N:2]1[CH2:7][CH2:6][CH:5]([O:8][CH:9]2[C:18]3[CH:19]=[CH:20][CH:21]=[CH:22][C:17]=3[CH2:16][CH2:15][N:14]3[C:10]2=[N:11][CH:12]=[C:13]3C#CC2C=CC=CC=2)[CH2:4][CH2:3]1. (5) Given the product [CH3:15][O:16][C:17]1[CH:22]=[CH:21][CH:20]=[CH:19][C:18]=1[CH:23]([C:2]1[S:1][C:5]2=[CH:6][N:7]=[CH:8][CH:9]=[C:4]2[CH:3]=1)[NH:24][S:25]([C:28]1[CH:38]=[CH:37][C:31]2[O:32][CH2:33][CH2:34][CH2:35][O:36][C:30]=2[CH:29]=1)(=[O:27])=[O:26], predict the reactants needed to synthesize it. The reactants are: [S:1]1[C:5]2=[CH:6][N:7]=[CH:8][CH:9]=[C:4]2[CH:3]=[CH:2]1.C([Li])CCC.[CH3:15][O:16][C:17]1[CH:22]=[CH:21][CH:20]=[CH:19][C:18]=1[CH:23]=[N:24][S:25]([C:28]1[CH:38]=[CH:37][C:31]2[O:32][CH2:33][CH2:34][CH2:35][O:36][C:30]=2[CH:29]=1)(=[O:27])=[O:26]. (6) Given the product [Br:1][C:2]1[CH:3]=[C:4]([NH:10][S:18]([C:16]2[CH:15]=[N:14][N:13]([CH2:11][CH3:12])[CH:17]=2)(=[O:20])=[O:19])[C:5]([O:8][CH3:9])=[N:6][CH:7]=1, predict the reactants needed to synthesize it. The reactants are: [Br:1][C:2]1[CH:3]=[C:4]([NH2:10])[C:5]([O:8][CH3:9])=[N:6][CH:7]=1.[CH2:11]([N:13]1[CH:17]=[C:16]([S:18](Cl)(=[O:20])=[O:19])[CH:15]=[N:14]1)[CH3:12]. (7) Given the product [Br:16][C:12]1[CH:11]=[C:10]2[C:5]([CH2:6][CH2:7][C:8](=[O:14])[N:9]2[CH3:13])=[N:4][C:3]=1[O:2][CH3:1], predict the reactants needed to synthesize it. The reactants are: [CH3:1][O:2][C:3]1[N:4]=[C:5]2[C:10](=[CH:11][CH:12]=1)[N:9]([CH3:13])[C:8](=[O:14])[CH2:7][CH2:6]2.O.[Br:16]Br.